Task: Regression. Given two drug SMILES strings and cell line genomic features, predict the synergy score measuring deviation from expected non-interaction effect.. Dataset: NCI-60 drug combinations with 297,098 pairs across 59 cell lines (1) Drug 1: CC1C(C(CC(O1)OC2CC(OC(C2O)C)OC3=CC4=CC5=C(C(=O)C(C(C5)C(C(=O)C(C(C)O)O)OC)OC6CC(C(C(O6)C)O)OC7CC(C(C(O7)C)O)OC8CC(C(C(O8)C)O)(C)O)C(=C4C(=C3C)O)O)O)O. Drug 2: CCN(CC)CCCC(C)NC1=C2C=C(C=CC2=NC3=C1C=CC(=C3)Cl)OC. Cell line: NCI-H460. Synergy scores: CSS=27.9, Synergy_ZIP=-1.18, Synergy_Bliss=-1.11, Synergy_Loewe=-28.8, Synergy_HSA=-0.818. (2) Drug 1: CC1C(C(=O)NC(C(=O)N2CCCC2C(=O)N(CC(=O)N(C(C(=O)O1)C(C)C)C)C)C(C)C)NC(=O)C3=C4C(=C(C=C3)C)OC5=C(C(=O)C(=C(C5=N4)C(=O)NC6C(OC(=O)C(N(C(=O)CN(C(=O)C7CCCN7C(=O)C(NC6=O)C(C)C)C)C)C(C)C)C)N)C. Synergy scores: CSS=88.4, Synergy_ZIP=9.67, Synergy_Bliss=10.9, Synergy_Loewe=-26.8, Synergy_HSA=8.03. Cell line: SR. Drug 2: CC1=C(C=C(C=C1)NC(=O)C2=CC=C(C=C2)CN3CCN(CC3)C)NC4=NC=CC(=N4)C5=CN=CC=C5.